Dataset: Catalyst prediction with 721,799 reactions and 888 catalyst types from USPTO. Task: Predict which catalyst facilitates the given reaction. (1) Reactant: [I:1]N1C(=O)CCC1=O.[F:9][C:10]1[CH:11]=[CH:12][CH:13]=[C:14]2[C:19]=1[N:18]=[CH:17][CH:16]=[CH:15]2.S([O-])([O-])=O.[Na+].[Na+].O. Product: [F:9][C:10]1[CH:11]=[CH:12][CH:13]=[C:14]2[C:19]=1[N:18]=[CH:17][C:16]([I:1])=[CH:15]2. The catalyst class is: 15. (2) Reactant: Br[C:2]1[C:10]2[C:6](=[N:7][O:8][N:9]=2)[CH:5]=[C:4]([Br:11])[CH:3]=1.[F:12][C:13]1[CH:21]=[CH:20][C:16]([CH2:17][NH:18][CH3:19])=[CH:15][CH:14]=1.CN1C(=O)CCC1.CCN(C(C)C)C(C)C. Product: [Br:11][C:4]1[CH:3]=[C:2]([N:18]([CH2:17][C:16]2[CH:20]=[CH:21][C:13]([F:12])=[CH:14][CH:15]=2)[CH3:19])[C:10]2[C:6]([CH:5]=1)=[N:7][O:8][N:9]=2. The catalyst class is: 238. (3) Reactant: [CH2:1]([O:4][C:5]1[CH:10]=[CH:9][C:8]([N+:11]([O-])=O)=[CH:7][CH:6]=1)[CH:2]=[CH2:3].CC(O)=O.C([O-])([O-])=O.[Na+].[Na+]. Product: [CH2:1]([O:4][C:5]1[CH:10]=[CH:9][C:8]([NH2:11])=[CH:7][CH:6]=1)[CH:2]=[CH2:3]. The catalyst class is: 693. (4) Reactant: [F:1][C:2]1[CH:12]=[CH:11][C:5]2[S:6][C:7]([CH:9]=O)=[CH:8][C:4]=2[CH:3]=1.[N+:13]([CH3:16])([O-:15])=[O:14].[OH-].[Na+]. Product: [F:1][C:2]1[CH:12]=[CH:11][C:5]2[S:6][C:7](/[CH:9]=[CH:16]/[N+:13]([O-:15])=[O:14])=[CH:8][C:4]=2[CH:3]=1. The catalyst class is: 8. (5) Reactant: [C:1]([O:5][C:6]([N:8]1[CH2:13][CH2:12][NH:11][CH2:10][CH2:9]1)=[O:7])([CH3:4])([CH3:3])[CH3:2].[CH3:14][C:15]([O:18][C:19]([N:21]([C:36]([O:38][C:39]([CH3:42])([CH3:41])[CH3:40])=[O:37])[C:22]1[CH:32]=[C:31]([CH2:33]Br)[C:30]([Cl:35])=[CH:29][C:23]=1[C:24]([O:26][CH2:27][CH3:28])=[O:25])=[O:20])([CH3:17])[CH3:16].O.C(OCC)(=O)C. Product: [CH3:17][C:15]([O:18][C:19]([N:21]([C:36]([O:38][C:39]([CH3:40])([CH3:42])[CH3:41])=[O:37])[C:22]1[C:23]([C:24]([O:26][CH2:27][CH3:28])=[O:25])=[CH:29][C:30]([Cl:35])=[C:31]([CH2:33][N:11]2[CH2:12][CH2:13][N:8]([C:6]([O:5][C:1]([CH3:4])([CH3:2])[CH3:3])=[O:7])[CH2:9][CH2:10]2)[CH:32]=1)=[O:20])([CH3:14])[CH3:16]. The catalyst class is: 1. (6) Reactant: [C:1]([O:20][CH2:21][C:22]([O:24]C)=O)([C:14]1[CH:19]=[CH:18][CH:17]=[CH:16][CH:15]=1)([C:8]1[CH:13]=[CH:12][CH:11]=[CH:10][CH:9]=1)[C:2]1[CH:7]=[CH:6][CH:5]=[CH:4][CH:3]=1.O.[NH2:27][NH2:28]. The catalyst class is: 5. Product: [C:1]([O:20][CH2:21][C:22]([NH:27][NH2:28])=[O:24])([C:14]1[CH:19]=[CH:18][CH:17]=[CH:16][CH:15]=1)([C:8]1[CH:13]=[CH:12][CH:11]=[CH:10][CH:9]=1)[C:2]1[CH:7]=[CH:6][CH:5]=[CH:4][CH:3]=1. (7) The catalyst class is: 30. Reactant: [Cl:1][C:2]1[CH:3]=[C:4]([NH:9][C:10]2[N:15]=[C:14]([N:16]3[CH:20]=[CH:19][C:18]([C:21]([F:24])([F:23])[F:22])=[N:17]3)[C:13]([C:25]3[CH:30]=[CH:29][N:28]=[C:27]([C:31]([O:33]C)=[O:32])[CH:26]=3)=[CH:12][N:11]=2)[CH:5]=[CH:6][C:7]=1[F:8].O.[OH-].[Li+].Cl. Product: [Cl:1][C:2]1[CH:3]=[C:4]([NH:9][C:10]2[N:15]=[C:14]([N:16]3[CH:20]=[CH:19][C:18]([C:21]([F:23])([F:22])[F:24])=[N:17]3)[C:13]([C:25]3[CH:30]=[CH:29][N:28]=[C:27]([C:31]([OH:33])=[O:32])[CH:26]=3)=[CH:12][N:11]=2)[CH:5]=[CH:6][C:7]=1[F:8]. (8) Reactant: [F:1][C:2]([F:33])([F:32])[S:3]([O:6][C@H:7]1[C@H:12]([O:13][Si:14]([C:17]([CH3:20])([CH3:19])[CH3:18])([CH3:16])[CH3:15])[CH:11]=[C:10]([C:21]2[CH:26]=[CH:25][N:24]=[CH:23][C:22]=2[N+:27]([O-])=O)[O:9][C@@H:8]1[CH:30]=[CH2:31])(=[O:5])=[O:4]. Product: [F:32][C:2]([F:1])([F:33])[S:3]([O:6][C@H:7]1[C@H:12]([O:13][Si:14]([C:17]([CH3:19])([CH3:18])[CH3:20])([CH3:16])[CH3:15])[CH2:11][C@H:10]([C:21]2[CH:26]=[CH:25][N:24]=[CH:23][C:22]=2[NH2:27])[O:9][C@@H:8]1[CH2:30][CH3:31])(=[O:4])=[O:5]. The catalyst class is: 99.